Dataset: NCI-60 drug combinations with 297,098 pairs across 59 cell lines. Task: Regression. Given two drug SMILES strings and cell line genomic features, predict the synergy score measuring deviation from expected non-interaction effect. Drug 1: C1=NC2=C(N1)C(=S)N=C(N2)N. Drug 2: N.N.Cl[Pt+2]Cl. Cell line: TK-10. Synergy scores: CSS=19.2, Synergy_ZIP=-8.90, Synergy_Bliss=-6.12, Synergy_Loewe=-15.8, Synergy_HSA=-6.43.